Dataset: NCI-60 drug combinations with 297,098 pairs across 59 cell lines. Task: Regression. Given two drug SMILES strings and cell line genomic features, predict the synergy score measuring deviation from expected non-interaction effect. (1) Drug 1: C1CN1C2=NC(=NC(=N2)N3CC3)N4CC4. Drug 2: CC(C)(C#N)C1=CC(=CC(=C1)CN2C=NC=N2)C(C)(C)C#N. Cell line: NCIH23. Synergy scores: CSS=31.2, Synergy_ZIP=-2.39, Synergy_Bliss=-1.28, Synergy_Loewe=-4.95, Synergy_HSA=-3.99. (2) Drug 1: C1=C(C(=O)NC(=O)N1)F. Drug 2: CCCCCOC(=O)NC1=NC(=O)N(C=C1F)C2C(C(C(O2)C)O)O. Cell line: OVCAR3. Synergy scores: CSS=54.9, Synergy_ZIP=-2.81, Synergy_Bliss=-6.78, Synergy_Loewe=-25.0, Synergy_HSA=-7.15.